From a dataset of Experimentally validated miRNA-target interactions with 360,000+ pairs, plus equal number of negative samples. Binary Classification. Given a miRNA mature sequence and a target amino acid sequence, predict their likelihood of interaction. (1) The miRNA is hsa-miR-7974 with sequence AGGCUGUGAUGCUCUCCUGAGCCC. The protein sequence of the target gene is MAENHCELLSPARGGIGAGLGGGLCRRCSAGLGALAQRPGSVSKWVRLNVGGTYFLTTRQTLCRDPKSFLYRLCQADPDLDSDKDETGAYLIDRDPTYFGPVLNYLRHGKLVINKDLAEEGVLEEAEFYNITSLIKLVKDKIRERDSKTSQVPVKHVYRVLQCQEEELTQMVSTMSDGWKFEQLVSIGSSYNYGNEDQAEFLCVVSKELHNTPYGTASEPSEKAKILQERGSRM. Result: 1 (interaction). (2) The miRNA is bta-miR-16a with sequence UAGCAGCACGUAAAUAUUGGUG. The protein sequence of the target gene is MTTLPPLPMTRPKLTALARQKLPCSSRKIPRSQLIKEKDDIDHYLEVNFKGLSKEEVAAYRNSYKKNICVDMLRDGYHKSFTELFALMERWDALREAARVRSLFWLQKPLEEQPDKLDYLYHYLTRAEDAERKESFEDVHNNLYALACYFNNSEDKWVRNHFYERCFKIAQLIKIDCGKKEAEAHMHMGLLYEEDGQLLEAAEHYEAFHQLTQGRIWKDETGRSLNLLACESLLRTYRLLSDKMLENKEYKQAIKILIKASEIAKEGSDKKMEAEASYYLGLAHLAAEEYETALTVLDTY.... Result: 0 (no interaction). (3) The protein sequence of the target gene is MVMAEGTAVLRRNRPGTKAQDFYNWPDESFDEMDSTLAVQQYIQQNIRADCSNIDKILEPPEGQDEGVWKYEHLRQFCLELNGLAVKLQSECHPDTCTQMTATEQWIFLCAAHKTPKECPAIDYTRHTLDGAACLLNSNKYFPSRVSIKESSVAKLGSVCRRIYRIFSHAYFHHRQIFDEYENETFLCHRFTKFVMKYNLMSKDNLIVPILEEEVQNSVSGESEA. Result: 1 (interaction). The miRNA is hsa-miR-15b-5p with sequence UAGCAGCACAUCAUGGUUUACA. (4) The protein sequence of the target gene is MSEIRKDTLKAILLELECHFTWNLLKEDIDLFEVEDTIGQQLEFLTTKSRLALYNLLAYVKHLKGQNKDALECLEQAEEIIQQEHSDKEEVRSLVTWGNYAWVYYHMDQLEEAQKYTGKIGNVCKKLSSPSNYKLECPETDCEKGWALLKFGGKYYQKAKAAFEKALEVEPDNPEFNIGYAITVYRLDDSDREGSVKSFSLGPLRKAVTLNPDNSYIKVFLALKLQDVHAEAEGEKYIEEILDQISSQPYVLRYAAKFYRRKNSWNKALELLKKALEVTPTSSFLHHQMGLCYRAQMIQI.... Result: 0 (no interaction). The miRNA is mmu-miR-707 with sequence CAGUCAUGCCGCUUGCCUACG. (5) The miRNA is hsa-miR-10a-5p with sequence UACCCUGUAGAUCCGAAUUUGUG. The protein sequence of the target gene is MATWRRDGRLTGGQRLLCAGLAGTLSLSLTAPLELATVLAQVGVVRGHARGPWATGHRVWRAEGLRALWKGNAVACLRLFPCSAVQLAAYRKFVVLFTDDLGHISQWSSIMAGSLAGMVSTIVTYPTDLIKTRLIMQNILEPSYRGLLHAFSTIYQQEGFLALYRGVSLTVVGALPFSAGSLLVYMNLEKIWNGPRDQFSLPQNFANVCLAAAVTQTLSFPFETVKRKMQAQSPYLPHSGGVDVHFSGAVDCFRQIVKAQGVLGLWNGLTANLLKIVPYFGIMFSTFEFCKRICLYQNGY.... Result: 1 (interaction). (6) The miRNA is mmu-miR-9-5p with sequence UCUUUGGUUAUCUAGCUGUAUGA. The protein sequence of the target gene is MKKANRSAGSVPKVSGISKPQTVEKSKPENSSSAPTGVKPVRPGAAAALSKTKSNDDLLAGMAGGVNVTNGIKAKKSTCSSAAPSAPAPAMTISENKSKISTGTSSSAKRSTSAGNKESSSTRERLRERTRLNQSKKLPSVSQGANDVALAKRSRSRTAAEGDIRMSKSKSDNQISDKAALEAKVKDLLTLAKTKDVEILHLRNELRDMRAQLGISEDHCEGEDRSEVKETIIAHQPTDVESTLLQLQEQNTAIREELNQLKNENRMLKDRLNALGFSLEQRLDNSEKLFGYQSLSPEIT.... Result: 1 (interaction).